This data is from Forward reaction prediction with 1.9M reactions from USPTO patents (1976-2016). The task is: Predict the product of the given reaction. (1) Given the reactants [NH2:1][C:2]1[C:3]([CH3:8])=[CH:4][CH:5]=[CH:6][CH:7]=1.C(N(CC)CC)C.[C:16](Cl)(=[O:18])[CH3:17], predict the reaction product. The product is: [C:16]([NH:1][C:2]1[C:3]([CH3:8])=[CH:4][CH:5]=[CH:6][CH:7]=1)(=[O:18])[CH3:17]. (2) Given the reactants P(Cl)(Cl)([Cl:3])=O.[Cl:6][C:7]1[CH:16]=[C:15]2[C:10]([C:11](O)=[CH:12][CH:13]=[N:14]2)=[CH:9][CH:8]=1, predict the reaction product. The product is: [Cl:3][C:11]1[C:10]2[C:15](=[CH:16][C:7]([Cl:6])=[CH:8][CH:9]=2)[N:14]=[CH:13][CH:12]=1. (3) Given the reactants C([NH:4][C:5]1[CH:13]=[C:12]([C:14]([F:17])([F:16])[F:15])[C:11]([N+:18]([O-:20])=[O:19])=[CH:10][C:6]=1[C:7]([OH:9])=[O:8])(=O)C.OS(O)(=O)=O.[OH-].[Na+], predict the reaction product. The product is: [NH2:4][C:5]1[CH:13]=[C:12]([C:14]([F:17])([F:16])[F:15])[C:11]([N+:18]([O-:20])=[O:19])=[CH:10][C:6]=1[C:7]([OH:9])=[O:8]. (4) Given the reactants [Br:1][C:2]1[CH:7]=[CH:6][C:5]([O:8][C:9]2[C:14]3[CH:15]=[CH:16][O:17][C:13]=3[CH:12]=[CH:11][N:10]=2)=[CH:4][C:3]=1[CH2:18][OH:19].N1C=CC=CC=1.[C:26](Cl)(=[O:28])[CH3:27].C(=O)(O)[O-].[Na+], predict the reaction product. The product is: [C:26]([O:19][CH2:18][C:3]1[CH:4]=[C:5]([O:8][C:9]2[C:14]3[CH:15]=[CH:16][O:17][C:13]=3[CH:12]=[CH:11][N:10]=2)[CH:6]=[CH:7][C:2]=1[Br:1])(=[O:28])[CH3:27]. (5) Given the reactants [NH2:1][C:2]1[CH:7]=[CH:6][CH:5]=[CH:4][C:3]=1[NH:8][C:9](=O)[C:10]1[CH:15]=[CH:14][N:13]=[C:12]([NH:16][C:17](=[O:24])[C:18]2[CH:23]=[CH:22][CH:21]=[CH:20][CH:19]=2)[CH:11]=1.P(Cl)(Cl)(Cl)=O, predict the reaction product. The product is: [NH:8]1[C:3]2[CH:4]=[CH:5][CH:6]=[CH:7][C:2]=2[N:1]=[C:9]1[C:10]1[CH:15]=[CH:14][N:13]=[C:12]([NH:16][C:17](=[O:24])[C:18]2[CH:23]=[CH:22][CH:21]=[CH:20][CH:19]=2)[CH:11]=1. (6) Given the reactants Cl[C:2]1[C:11]2[C:6](=[C:7]([O:16][CH3:17])[C:8]([O:14][CH3:15])=[C:9]([O:12][CH3:13])[CH:10]=2)[N:5]=[CH:4][N:3]=1.[NH2:18][C:19]1[CH:23]=[C:22]([C:24]([CH3:27])([CH3:26])[CH3:25])[Se:21][C:20]=1[C:28]([NH2:30])=[O:29].CN(C=O)C.[OH-].[Na+], predict the reaction product. The product is: [CH3:13][O:12][C:9]1[CH:10]=[C:11]2[C:6](=[C:7]([O:16][CH3:17])[C:8]=1[O:14][CH3:15])[N:5]=[CH:4][N:3]=[C:2]2[NH:18][C:19]1[CH:23]=[C:22]([C:24]([CH3:27])([CH3:25])[CH3:26])[Se:21][C:20]=1[C:28]([NH2:30])=[O:29]. (7) The product is: [CH2:34]([O:14][C:13]1[C:4]([O:3][CH2:1][CH3:2])=[CH:5][CH:6]=[C:7]2[C:12]=1[CH:11]=[N:10][CH:9]=[C:8]2[CH2:15][C:16]1[CH:17]=[C:18]([O:26][CH3:27])[C:19]([O:24][CH3:25])=[C:20]([O:22][CH3:23])[CH:21]=1)[C:35]1[CH:40]=[CH:39][CH:38]=[CH:37][CH:36]=1. Given the reactants [CH2:1]([O:3][C:4]1[C:13]([OH:14])=[C:12]2[C:7]([C:8]([CH2:15][C:16]3[CH:21]=[C:20]([O:22][CH3:23])[C:19]([O:24][CH3:25])=[C:18]([O:26][CH3:27])[CH:17]=3)=[CH:9][N:10]=[CH:11]2)=[CH:6][CH:5]=1)[CH3:2].C([O-])([O-])=O.[Cs+].[Cs+].[CH2:34](Br)[C:35]1[CH:40]=[CH:39][CH:38]=[CH:37][CH:36]=1, predict the reaction product.